From a dataset of Peptide-MHC class I binding affinity with 185,985 pairs from IEDB/IMGT. Regression. Given a peptide amino acid sequence and an MHC pseudo amino acid sequence, predict their binding affinity value. This is MHC class I binding data. The peptide sequence is EIIELTRTL. The MHC is HLA-A01:01 with pseudo-sequence HLA-A01:01. The binding affinity (normalized) is 0.0847.